From a dataset of Aqueous solubility values for 9,982 compounds from the AqSolDB database. Regression/Classification. Given a drug SMILES string, predict its absorption, distribution, metabolism, or excretion properties. Task type varies by dataset: regression for continuous measurements (e.g., permeability, clearance, half-life) or binary classification for categorical outcomes (e.g., BBB penetration, CYP inhibition). For this dataset (solubility_aqsoldb), we predict Y. (1) The drug is CCCSc1ccc2[nH]c(NC(=O)OC)nc2c1. The Y is -4.22 log mol/L. (2) The molecule is CCCCCCCCCCCCCCCCCCCCCCOC(=O)CCCCCCCCC(=O)OCCCCCCCCCCCCCCCCCCCCCC. The Y is -6.41 log mol/L. (3) The compound is NC(=O)NC(=O)C=CC(=O)O. The Y is -1.92 log mol/L.